This data is from Forward reaction prediction with 1.9M reactions from USPTO patents (1976-2016). The task is: Predict the product of the given reaction. (1) The product is: [CH2:14]([N:16]1[C:24]2[C:19](=[N:20][CH:21]=[CH:22][CH:23]=2)[N:18]([C:25]2[CH:26]=[CH:27][C:28]([O:31][C:4]3[N:5]([CH3:13])[C:6]4[C:7]([N:12]=3)=[N:8][CH:9]=[CH:10][CH:11]=4)=[CH:29][CH:30]=2)[C:17]1=[O:32])[CH3:15]. Given the reactants [H-].[Na+].Cl[C:4]1[N:5]([CH3:13])[C:6]2[C:7]([N:12]=1)=[N:8][CH:9]=[CH:10][CH:11]=2.[CH2:14]([N:16]1[C:24]2[C:19](=[N:20][CH:21]=[CH:22][CH:23]=2)[N:18]([C:25]2[CH:30]=[CH:29][C:28]([OH:31])=[CH:27][CH:26]=2)[C:17]1=[O:32])[CH3:15].[Cl-].[Cl-].[Ca+2].Cl, predict the reaction product. (2) Given the reactants [CH:1]([C:4]1[CH:5]=[C:6]2[C:11](=[C:12]([C:14]3[CH:15]=[C:16]([CH:20]=[C:21]([C:24]4[CH:29]=[CH:28][C:27]([S:30]([CH3:33])(=[O:32])=[O:31])=[CH:26][CH:25]=4)[C:22]#[N:23])[CH:17]=[CH:18][CH:19]=3)[CH:13]=1)[N:10]=[CH:9][CH:8]=[CH:7]2)([CH3:3])[CH3:2], predict the reaction product. The product is: [CH:1]([C:4]1[CH:5]=[C:6]2[C:11](=[C:12]([C:14]3[CH:15]=[C:16]([CH2:20][CH:21]([C:24]4[CH:25]=[CH:26][C:27]([S:30]([CH3:33])(=[O:32])=[O:31])=[CH:28][CH:29]=4)[C:22]#[N:23])[CH:17]=[CH:18][CH:19]=3)[CH:13]=1)[N:10]=[CH:9][CH:8]=[CH:7]2)([CH3:3])[CH3:2]. (3) Given the reactants [NH2:1][C:2]1[N:7]=[C:6]([C:8]2[CH:13]=[C:12]([CH2:14][CH3:15])[C:11](=[O:16])[NH:10][C:9]=2[CH3:17])[CH:5]=[CH:4][CH:3]=1.[C:18]1([S:24](Cl)(=[O:26])=[O:25])[CH:23]=[CH:22][CH:21]=[CH:20][CH:19]=1, predict the reaction product. The product is: [CH2:14]([C:12]1[C:11](=[O:16])[NH:10][C:9]([CH3:17])=[C:8]([C:6]2[CH:5]=[CH:4][CH:3]=[C:2]([NH:1][S:24]([C:18]3[CH:23]=[CH:22][CH:21]=[CH:20][CH:19]=3)(=[O:26])=[O:25])[N:7]=2)[CH:13]=1)[CH3:15]. (4) Given the reactants Cl[C:2]1[C:3]([CH:28]=[O:29])=[C:4]([C:12]2[CH:13]=[CH:14][C:15]([C:18]([NH:20][CH2:21][CH2:22][C:23]([O:25][CH2:26][CH3:27])=[O:24])=[O:19])=[N:16][CH:17]=2)[CH:5]=[C:6]([C:8]([F:11])([F:10])[F:9])[CH:7]=1.[CH3:30]B(O)O, predict the reaction product. The product is: [CH:28]([C:3]1[C:2]([CH3:30])=[CH:7][C:6]([C:8]([F:11])([F:10])[F:9])=[CH:5][C:4]=1[C:12]1[CH:13]=[CH:14][C:15]([C:18]([NH:20][CH2:21][CH2:22][C:23]([O:25][CH2:26][CH3:27])=[O:24])=[O:19])=[N:16][CH:17]=1)=[O:29]. (5) The product is: [CH3:1][N:2]1[CH2:7][CH2:6][N:5]([C:8]2[CH:13]=[CH:12][C:11]([CH:14]([CH:17]=[O:18])[C:15]#[N:16])=[CH:10][CH:9]=2)[CH2:4][CH2:3]1. Given the reactants [CH3:1][N:2]1[CH2:7][CH2:6][N:5]([C:8]2[CH:13]=[CH:12][C:11]([CH2:14][C:15]#[N:16])=[CH:10][CH:9]=2)[CH2:4][CH2:3]1.[CH:17](OCC)=[O:18], predict the reaction product. (6) The product is: [CH3:13][CH:4]([NH:3][C:8]([C:7]1[C:2](=[O:1])[NH:3][C:4]([C:13]([F:18])([F:19])[C:14]([F:15])([F:16])[F:17])=[CH:5][CH:6]=1)=[O:10])[CH2:5][CH3:6]. Given the reactants [O:1]=[C:2]1[C:7]([C:8]([O:10]CC)=O)=[CH:6][CH:5]=[C:4]([C:13]([F:19])([F:18])[C:14]([F:17])([F:16])[F:15])[NH:3]1.Cl, predict the reaction product.